This data is from Full USPTO retrosynthesis dataset with 1.9M reactions from patents (1976-2016). The task is: Predict the reactants needed to synthesize the given product. (1) Given the product [OH:25][CH2:24][CH2:23][CH2:22][CH2:21][C:18]1[CH:19]=[CH:20][C:15]([CH2:14][S:1][C:2]2[O:3][C:4]3[C:9]([C:10](=[O:12])[C:11]=2[CH3:26])=[CH:8][CH:7]=[CH:6][CH:5]=3)=[CH:16][CH:17]=1, predict the reactants needed to synthesize it. The reactants are: [SH:1][C:2]1[O:3][C:4]2[C:9]([C:10](=[O:12])[CH:11]=1)=[CH:8][CH:7]=[CH:6][CH:5]=2.O[CH2:14][C:15]1[CH:20]=[CH:19][C:18]([CH2:21][CH2:22][CH2:23][CH2:24][OH:25])=[CH:17][CH:16]=1.[CH:26]1C=CC(P(C2C=CC=CC=2)C2C=CC=CC=2)=CC=1.CC(OC(/N=N/C(OC(C)C)=O)=O)C. (2) Given the product [CH:8]1([C:23]2[CH:22]=[CH:5][C:4]([C:16]([N:10]3[C:9]4[CH:12]=[CH:13][CH:14]=[CH:15][C:8]=4[NH:7][C:6]4[N:1]=[CH:2][CH:3]=[CH:4][C:5]=4[CH2:11]3)=[O:19])=[CH:3][CH:2]=2)[CH2:15][CH2:14][CH2:13][CH2:12][CH2:9]1, predict the reactants needed to synthesize it. The reactants are: [N:1]1[C:6]2[NH:7][C:8]3[CH:15]=[CH:14][CH:13]=[CH:12][C:9]=3[NH:10][CH2:11][C:5]=2[CH:4]=[CH:3][CH:2]=1.[C:16](=[O:19])([O-])[O-].[K+].[K+].[CH2:22](O)[CH3:23]. (3) Given the product [CH3:20][C:19]1[CH:18]=[C:17]2[C:8]([O:9][CH2:10][CH2:11][N:12]3[C:16]2=[N:15][C:14]([C:21]2[N:25]([CH:26]([CH3:28])[CH3:27])[N:24]=[CH:23][N:22]=2)=[CH:13]3)=[CH:7][C:6]=1[C:4](=[O:3])[CH3:5], predict the reactants needed to synthesize it. The reactants are: C([O:3][C:4]([C:6]1[CH:7]=[C:8]2[C:17](=[CH:18][C:19]=1[CH3:20])[C:16]1[N:12]([CH:13]=[C:14]([C:21]3[N:25]([CH:26]([CH3:28])[CH3:27])[N:24]=[CH:23][N:22]=3)[N:15]=1)[CH2:11][CH2:10][O:9]2)=[CH2:5])C.C1(C)C=CC(S(O)(=O)=O)=CC=1. (4) The reactants are: C([N:4]1[C:8]2[CH:9]([C:26]3[CH:31]=[CH:30][C:29]([Cl:32])=[CH:28][CH:27]=3)[N:10]([C:13]3[CH:14]=[C:15]([CH3:25])[C:16]4[N:17]([C:19]([CH:22]([F:24])[F:23])=[N:20][N:21]=4)[CH:18]=3)[C:11](=[O:12])[C:7]=2[N:6]=[C:5]1Br)C=C.[CH3:34][O:35][C:36]1[CH:41]=[CH:40][C:39](B(O)O)=[CH:38][N:37]=1. Given the product [Cl:32][C:29]1[CH:28]=[CH:27][C:26]([CH:9]2[C:8]3[NH:4][C:5]([C:39]4[CH:38]=[N:37][C:36]([O:35][CH3:34])=[CH:41][CH:40]=4)=[N:6][C:7]=3[C:11](=[O:12])[N:10]2[C:13]2[CH:14]=[C:15]([CH3:25])[C:16]3[N:17]([C:19]([CH:22]([F:23])[F:24])=[N:20][N:21]=3)[CH:18]=2)=[CH:31][CH:30]=1, predict the reactants needed to synthesize it. (5) Given the product [CH3:1][O:2][C:3](=[O:12])[C:4]1[CH:9]=[CH:8][C:7]([NH:18][C:19]2[CH:24]=[N:23][C:22]([O:25][CH3:26])=[CH:21][CH:20]=2)=[N:6][C:5]=1[F:11], predict the reactants needed to synthesize it. The reactants are: [CH3:1][O:2][C:3](=[O:12])[C:4]1[CH:9]=[CH:8][C:7](F)=[N:6][C:5]=1[F:11].CN(C)C=O.[NH2:18][C:19]1[CH:20]=[CH:21][C:22]([O:25][CH3:26])=[N:23][CH:24]=1.C(N(CC)CC)C. (6) Given the product [CH3:39][N:38]([CH3:40])[CH2:37][CH2:36][O:23][C:19]1[CH:18]=[C:17]2[C:22](=[CH:21][CH:20]=1)[CH:13]([C:11]([N:10]([CH2:9][C:6]1[CH:7]=[CH:8][C:3]([N:2]([CH3:33])[CH3:1])=[CH:4][CH:5]=1)[C:24]1[CH:25]=[CH:26][C:27]([CH:30]([CH3:31])[CH3:32])=[CH:28][CH:29]=1)=[O:12])[CH2:14][CH2:15][CH2:16]2, predict the reactants needed to synthesize it. The reactants are: [CH3:1][N:2]([CH3:33])[C:3]1[CH:8]=[CH:7][C:6]([CH2:9][N:10]([C:24]2[CH:29]=[CH:28][C:27]([CH:30]([CH3:32])[CH3:31])=[CH:26][CH:25]=2)[C:11]([CH:13]2[C:22]3[C:17](=[CH:18][C:19]([OH:23])=[CH:20][CH:21]=3)[CH2:16][CH2:15][CH2:14]2)=[O:12])=[CH:5][CH:4]=1.Cl.Cl[CH2:36][CH2:37][N:38]([CH3:40])[CH3:39].C(=O)([O-])[O-].[K+].[K+]. (7) Given the product [Br:1][C:2]1[N:6]([C:7]([CH3:10])([CH3:9])[CH3:8])[N:5]=[CH:4][C:3]=1[CH2:11][C:12]1([C:25]([OH:27])=[O:26])[CH2:17][CH2:16][N:15]([C:18]([O:20][C:21]([CH3:24])([CH3:23])[CH3:22])=[O:19])[CH2:14][CH2:13]1, predict the reactants needed to synthesize it. The reactants are: [Br:1][C:2]1[N:6]([C:7]([CH3:10])([CH3:9])[CH3:8])[N:5]=[CH:4][C:3]=1[CH2:11][C:12]1([C:25]([O:27]CC)=[O:26])[CH2:17][CH2:16][N:15]([C:18]([O:20][C:21]([CH3:24])([CH3:23])[CH3:22])=[O:19])[CH2:14][CH2:13]1.[OH-].[Na+].